Dataset: Catalyst prediction with 721,799 reactions and 888 catalyst types from USPTO. Task: Predict which catalyst facilitates the given reaction. (1) Reactant: [Cl:1][C:2]1[CH:7]=[C:6]([C:8](O)=[O:9])[CH:5]=[CH:4][N:3]=1.[H-].[Al+3].[Li+].[H-].[H-].[H-]. Product: [Cl:1][C:2]1[CH:7]=[C:6]([CH2:8][OH:9])[CH:5]=[CH:4][N:3]=1. The catalyst class is: 1. (2) Product: [CH2:1]([O:5][CH:7]1[CH2:8][CH2:9][CH2:10][CH2:11][O:6]1)[CH2:2][CH:3]=[CH2:4]. Reactant: [CH2:1]([OH:5])[CH2:2][CH:3]=[CH2:4].[O:6]1[CH:11]=[CH:10][CH2:9][CH2:8][CH2:7]1.C1(C)C=CC(S([O-])(=O)=O)=CC=1.[NH+]1C=CC=CC=1. The catalyst class is: 4. (3) Reactant: [N+:1]([C:4]1[CH:5]=[N:6][N:7]([CH2:9][CH2:10][NH:11][C:12](=[O:14])[CH3:13])[CH:8]=1)([O-])=O. Product: [NH2:1][C:4]1[CH:5]=[N:6][N:7]([CH2:9][CH2:10][NH:11][C:12](=[O:14])[CH3:13])[CH:8]=1. The catalyst class is: 178. (4) Reactant: C1(C)C=CC=CC=1.[F:8][C:9]1[CH:14]=[CH:13][C:12]([N:15]=[C:16]=[O:17])=[CH:11][CH:10]=1.[NH2:18][C:19]1[CH:39]=[CH:38][C:22]([O:23][C:24]2[C:33]3[C:28](=[CH:29][C:30]([C:36]#[N:37])=[C:31]([O:34][CH3:35])[CH:32]=3)[N:27]=[CH:26][CH:25]=2)=[CH:21][CH:20]=1. Product: [C:36]([C:30]1[CH:29]=[C:28]2[C:33]([C:24]([O:23][C:22]3[CH:38]=[CH:39][C:19]([NH:18][C:16]([NH:15][C:12]4[CH:13]=[CH:14][C:9]([F:8])=[CH:10][CH:11]=4)=[O:17])=[CH:20][CH:21]=3)=[CH:25][CH:26]=[N:27]2)=[CH:32][C:31]=1[O:34][CH3:35])#[N:37]. The catalyst class is: 10. (5) Reactant: [C:1]1([O:8][CH3:9])[C:2](=[CH:4][CH:5]=[CH:6][CH:7]=1)[OH:3].Cl[CH2:11][C:12]([CH3:14])=[CH2:13].C(=O)([O-])[O-].[K+].[K+].O. Product: [CH3:9][O:8][C:1]1[CH:7]=[CH:6][CH:5]=[CH:4][C:2]=1[O:3][CH2:13][C:12]([CH3:14])=[CH2:11]. The catalyst class is: 9. (6) Reactant: Cl[C:2]1[CH:3]=[CH:4][C:5]2[N:6]([C:8]([C:16]3[CH:21]=[CH:20][N:19]=[CH:18][CH:17]=3)=[C:9]([C:11]3[S:12][CH:13]=[CH:14][CH:15]=3)[N:10]=2)[N:7]=1.[N:22]1([CH:27]2[CH2:32][CH2:31][NH:30][CH2:29][CH2:28]2)[CH2:26][CH2:25][CH2:24][CH2:23]1.C(N(C(C)C)CC)(C)C.Cl. Product: [N:19]1[CH:20]=[CH:21][C:16]([C:8]2[N:6]3[N:7]=[C:2]([N:30]4[CH2:31][CH2:32][CH:27]([N:22]5[CH2:26][CH2:25][CH2:24][CH2:23]5)[CH2:28][CH2:29]4)[CH:3]=[CH:4][C:5]3=[N:10][C:9]=2[C:11]2[S:12][CH:13]=[CH:14][CH:15]=2)=[CH:17][CH:18]=1. The catalyst class is: 709. (7) Reactant: Cl.[O:2]1[CH2:6][CH2:5][C@H:4]([NH2:7])[CH2:3]1.C[Al](C)C.[CH3:12][C:13]1[N:14]=[C:15]([CH2:21][CH2:22][C:23]2[C:24]([C:29]3[CH:34]=[CH:33][CH:32]=[CH:31][CH:30]=3)=[N:25][O:26][C:27]=2[CH3:28])[S:16][C:17]=1[C:18](O)=[O:19]. Product: [O:2]1[CH2:6][CH2:5][C@H:4]([NH:7][C:18]([C:17]2[S:16][C:15]([CH2:21][CH2:22][C:23]3[C:24]([C:29]4[CH:34]=[CH:33][CH:32]=[CH:31][CH:30]=4)=[N:25][O:26][C:27]=3[CH3:28])=[N:14][C:13]=2[CH3:12])=[O:19])[CH2:3]1. The catalyst class is: 11.